This data is from Merck oncology drug combination screen with 23,052 pairs across 39 cell lines. The task is: Regression. Given two drug SMILES strings and cell line genomic features, predict the synergy score measuring deviation from expected non-interaction effect. (1) Drug 1: CCN(CC)CCNC(=O)c1c(C)[nH]c(C=C2C(=O)Nc3ccc(F)cc32)c1C. Drug 2: NC1(c2ccc(-c3nc4ccn5c(=O)[nH]nc5c4cc3-c3ccccc3)cc2)CCC1. Cell line: SKMES1. Synergy scores: synergy=24.4. (2) Drug 1: O=C(CCCCCCC(=O)Nc1ccccc1)NO. Drug 2: CCC1(O)C(=O)OCc2c1cc1n(c2=O)Cc2cc3c(CN(C)C)c(O)ccc3nc2-1. Cell line: NCIH1650. Synergy scores: synergy=-8.79. (3) Drug 1: COC12C(COC(N)=O)C3=C(C(=O)C(C)=C(N)C3=O)N1CC1NC12. Drug 2: CNC(=O)c1cc(Oc2ccc(NC(=O)Nc3ccc(Cl)c(C(F)(F)F)c3)cc2)ccn1. Cell line: COLO320DM. Synergy scores: synergy=-5.99. (4) Drug 1: CCN(CC)CCNC(=O)c1c(C)[nH]c(C=C2C(=O)Nc3ccc(F)cc32)c1C. Drug 2: C#Cc1cccc(Nc2ncnc3cc(OCCOC)c(OCCOC)cc23)c1. Cell line: VCAP. Synergy scores: synergy=19.3. (5) Drug 1: O=c1[nH]cc(F)c(=O)[nH]1. Drug 2: COC1CC2CCC(C)C(O)(O2)C(=O)C(=O)N2CCCCC2C(=O)OC(C(C)CC2CCC(OP(C)(C)=O)C(OC)C2)CC(=O)C(C)C=C(C)C(O)C(OC)C(=O)C(C)CC(C)C=CC=CC=C1C. Cell line: NCIH460. Synergy scores: synergy=5.02. (6) Synergy scores: synergy=29.7. Drug 1: O=S1(=O)NC2(CN1CC(F)(F)F)C1CCC2Cc2cc(C=CCN3CCC(C(F)(F)F)CC3)ccc2C1. Cell line: OVCAR3. Drug 2: CC1CC2C3CCC4=CC(=O)C=CC4(C)C3(F)C(O)CC2(C)C1(O)C(=O)CO. (7) Drug 1: CCC1(O)C(=O)OCc2c1cc1n(c2=O)Cc2cc3c(CN(C)C)c(O)ccc3nc2-1. Drug 2: CCc1cnn2c(NCc3ccc[n+]([O-])c3)cc(N3CCCCC3CCO)nc12. Cell line: ES2. Synergy scores: synergy=-6.99. (8) Drug 1: CN(C)C(=N)N=C(N)N. Drug 2: CNC(=O)c1cc(Oc2ccc(NC(=O)Nc3ccc(Cl)c(C(F)(F)F)c3)cc2)ccn1. Cell line: HT29. Synergy scores: synergy=1.84.